From a dataset of Reaction yield outcomes from USPTO patents with 853,638 reactions. Predict the reaction yield, written as a fraction of the theoretical maximum amount of product (1.0 means a 100% yield; for example, 0.34 means a 34% yield). (1) The reactants are CC(OI1(OC(C)=O)(OC(C)=O)OC(=O)C2C=CC=CC1=2)=O.[O:23]([CH2:30][C:31]1[CH:38]=[CH:37][C:34]([CH2:35][OH:36])=[CH:33][CH:32]=1)[C:24]1[CH:29]=[CH:28][CH:27]=[CH:26][CH:25]=1.[OH-].[Na+].O. The catalyst is ClCCl. The product is [O:23]([CH2:30][C:31]1[CH:32]=[CH:33][C:34]([CH:35]=[O:36])=[CH:37][CH:38]=1)[C:24]1[CH:25]=[CH:26][CH:27]=[CH:28][CH:29]=1. The yield is 0.810. (2) The reactants are [N+:1]([C:4]1[CH:10]=[CH:9][C:7]([NH2:8])=[CH:6][CH:5]=1)([O-:3])=[O:2].[C:11](O)(=[O:18])[CH2:12][CH2:13][CH2:14][C:15](O)=[O:16]. The catalyst is O. The product is [N+:1]([C:4]1[CH:10]=[CH:9][C:7]([N:8]2[C:15](=[O:16])[CH2:14][CH2:13][CH2:12][C:11]2=[O:18])=[CH:6][CH:5]=1)([O-:3])=[O:2]. The yield is 0.967. (3) The product is [Cl:1][C:2]1[S:9][C:8]2[CH:7]=[C:6]([C:10]([NH:12][C@H:13]3[CH2:21][C:20]4[C:15](=[CH:16][CH:17]=[CH:18][CH:19]=4)[C@@H:14]3[N:22]([CH3:23])[C:24](=[O:27])[CH2:25][N:29]3[CH2:34][CH2:33][O:32][CH2:31][CH2:30]3)=[O:11])[NH:5][C:4]=2[C:3]=1[Cl:28]. The reactants are [Cl:1][C:2]1[S:9][C:8]2[CH:7]=[C:6]([C:10]([NH:12][C@@H:13]3[CH2:21][C:20]4[C:15](=[CH:16][CH:17]=[CH:18][CH:19]=4)[C@H:14]3[N:22]([C:24](=[O:27])[CH2:25]Cl)[CH3:23])=[O:11])[NH:5][C:4]=2[C:3]=1[Cl:28].[NH:29]1[CH2:34][CH2:33][O:32][CH2:31][CH2:30]1. The yield is 0.540. The catalyst is C(Cl)Cl.